This data is from Catalyst prediction with 721,799 reactions and 888 catalyst types from USPTO. The task is: Predict which catalyst facilitates the given reaction. (1) Product: [ClH:35].[ClH:35].[NH2:8][C:9]([CH3:34])([CH3:33])[C:10]([O:12][C:13]1[CH:18]=[C:17]([F:19])[CH:16]=[CH:15][C:14]=1/[CH:20]=[C:21]1\[C:22](=[O:32])[N:23]=[C:24]([N:26]2[CH2:31][CH2:30][CH2:29][CH2:28][NH:27]2)[S:25]\1)=[O:11]. Reactant: C(OC([NH:8][C:9]([CH3:34])([CH3:33])[C:10]([O:12][C:13]1[CH:18]=[C:17]([F:19])[CH:16]=[CH:15][C:14]=1/[CH:20]=[C:21]1\[C:22](=[O:32])[N:23]=[C:24]([N:26]2[CH2:31][CH2:30][CH2:29][CH2:28][NH:27]2)[S:25]\1)=[O:11])=O)(C)(C)C.[ClH:35]. The catalyst class is: 12. (2) Reactant: [C:1]([C:3]1[CH:35]=[CH:34][C:6]([CH2:7][C@@:8]2([CH3:33])[N:12]3[C:13]([C:16]([NH:18][C@@H:19]([CH3:23])[C:20]([OH:22])=O)=[O:17])=[CH:14][N:15]=[C:11]3[N:10]([C:24]3[CH:29]=[C:28]([Cl:30])[CH:27]=[C:26]([Cl:31])[CH:25]=3)[C:9]2=[O:32])=[CH:5][CH:4]=1)#[N:2].[N:36]1[NH:37][N:38]=[N:39][C:40]=1[C@@H:41]1[CH2:46][CH2:45][CH2:44][NH:43][CH2:42]1.CCN(CC)CC.C1C=NC2N(O)N=NC=2C=1.CN(C(ON1N=NC2C=CC=NC1=2)=[N+](C)C)C.F[P-](F)(F)(F)(F)F. Product: [C:1]([C:3]1[CH:35]=[CH:34][C:6]([CH2:7][C@@:8]2([CH3:33])[N:12]3[C:13]([C:16]([NH:18][C@@H:19]([CH3:23])[C:20](=[O:22])[N:43]4[CH2:44][CH2:45][CH2:46][C@@H:41]([C:40]5[N:36]=[N:37][NH:38][N:39]=5)[CH2:42]4)=[O:17])=[CH:14][N:15]=[C:11]3[N:10]([C:24]3[CH:25]=[C:26]([Cl:31])[CH:27]=[C:28]([Cl:30])[CH:29]=3)[C:9]2=[O:32])=[CH:5][CH:4]=1)#[N:2]. The catalyst class is: 3. (3) Reactant: [CH:1]([CH:3]1[CH2:8][CH2:7][N:6]([C:9]([O:11][C:12]([CH3:15])([CH3:14])[CH3:13])=[O:10])[CH2:5][CH2:4]1)=[O:2].[CH3:16]C([O-])(C)C.[K+].CI. Product: [CH:1]([C:3]1([CH3:16])[CH2:8][CH2:7][N:6]([C:9]([O:11][C:12]([CH3:15])([CH3:14])[CH3:13])=[O:10])[CH2:5][CH2:4]1)=[O:2]. The catalyst class is: 448. (4) Reactant: [CH3:1][N:2]1[C:10]2[C:9]([O:11][C:12]3[CH:18]=[CH:17][C:15]([NH2:16])=[CH:14][CH:13]=3)=[N:8][CH:7]=[N:6][C:5]=2[CH:4]=[CH:3]1.C(N(CC)CC)C.[F:26][C:27]1[CH:28]=[C:29]([N:33]=[C:34]=[O:35])[CH:30]=[CH:31][CH:32]=1. Product: [F:26][C:27]1[CH:28]=[C:29]([NH:33][C:34]([NH:16][C:15]2[CH:17]=[CH:18][C:12]([O:11][C:9]3[C:10]4[N:2]([CH3:1])[CH:3]=[CH:4][C:5]=4[N:6]=[CH:7][N:8]=3)=[CH:13][CH:14]=2)=[O:35])[CH:30]=[CH:31][CH:32]=1. The catalyst class is: 7. (5) Reactant: [ClH:1].[CH3:2][O:3][C:4]1[CH:19]=[CH:18][C:7]([CH2:8][NH:9][NH:10]C(OC(C)(C)C)=O)=[CH:6][CH:5]=1. Product: [ClH:1].[ClH:1].[CH3:2][O:3][C:4]1[CH:19]=[CH:18][C:7]([CH2:8][NH:9][NH2:10])=[CH:6][CH:5]=1. The catalyst class is: 12. (6) Reactant: Br[C:2]1[CH:7]=[CH:6][CH:5]=[CH:4][C:3]=1[N+:8]([O-:10])=[O:9].[Cl:11][C:12]1[CH:17]=[CH:16][C:15](B(O)O)=[C:14]([CH3:21])[CH:13]=1.C(=O)([O-])[O-].[K+].[K+].COCCOC. Product: [Cl:11][C:12]1[CH:17]=[CH:16][C:15]([C:2]2[CH:7]=[CH:6][CH:5]=[CH:4][C:3]=2[N+:8]([O-:10])=[O:9])=[C:14]([CH3:21])[CH:13]=1. The catalyst class is: 103.